Predict the reactants needed to synthesize the given product. From a dataset of Full USPTO retrosynthesis dataset with 1.9M reactions from patents (1976-2016). (1) Given the product [Cl:31][C:32]1[CH:40]=[CH:39][CH:38]=[C:37]([F:41])[C:33]=1[C:34]([NH:1][C:2]1[CH:7]=[CH:6][CH:5]=[C:4]([C:8]2[C:16]([C:17]3[CH:22]=[CH:21][N:20]=[C:19]([NH:23][C:24]4[CH:29]=[CH:28][CH:27]=[C:26]([F:30])[CH:25]=4)[N:18]=3)=[C:11]3[CH:12]=[CH:13][CH:14]=[CH:15][N:10]3[N:9]=2)[CH:3]=1)=[O:35], predict the reactants needed to synthesize it. The reactants are: [NH2:1][C:2]1[CH:3]=[C:4]([C:8]2[C:16]([C:17]3[CH:22]=[CH:21][N:20]=[C:19]([NH:23][C:24]4[CH:29]=[CH:28][CH:27]=[C:26]([F:30])[CH:25]=4)[N:18]=3)=[C:11]3[CH:12]=[CH:13][CH:14]=[CH:15][N:10]3[N:9]=2)[CH:5]=[CH:6][CH:7]=1.[Cl:31][C:32]1[CH:40]=[CH:39][CH:38]=[C:37]([F:41])[C:33]=1[C:34](Cl)=[O:35]. (2) Given the product [Cl:19][C:15]1[CH:14]=[C:13]([C:11]2[N:12]=[C:7]([CH2:36][C:37]3[CH:38]=[CH:39][C:40]([CH2:43][C:44]([O:46][CH3:47])=[O:45])=[CH:41][CH:42]=3)[C:8]3[S:23](=[O:25])(=[O:24])[CH2:22][CH2:21][CH2:20][C:9]=3[N:10]=2)[CH:18]=[CH:17][CH:16]=1, predict the reactants needed to synthesize it. The reactants are: FC(F)(F)S(O[C:7]1[C:8]2[S:23](=[O:25])(=[O:24])[CH2:22][CH2:21][CH2:20][C:9]=2[N:10]=[C:11]([C:13]2[CH:18]=[CH:17][CH:16]=[C:15]([Cl:19])[CH:14]=2)[N:12]=1)(=O)=O.CC1(C)C(C)(C)OB([CH2:36][C:37]2[CH:42]=[CH:41][C:40]([CH2:43][C:44]([O:46][CH3:47])=[O:45])=[CH:39][CH:38]=2)O1. (3) The reactants are: [F:1][C:2]1[C:20]([F:21])=[CH:19][CH:18]=[CH:17][C:3]=1[CH2:4][N:5]1[C:9]2[CH:10]=[N:11][C:12]([C:14](O)=[O:15])=[CH:13][C:8]=2[N:7]=[CH:6]1.[CH3:22][O:23][NH2:24]. Given the product [F:1][C:2]1[C:20]([F:21])=[CH:19][CH:18]=[CH:17][C:3]=1[CH2:4][N:5]1[C:9]2[CH:10]=[N:11][C:12]([C:14]([NH:24][O:23][CH3:22])=[O:15])=[CH:13][C:8]=2[N:7]=[CH:6]1, predict the reactants needed to synthesize it. (4) Given the product [CH2:49]([O:51][C:52](=[O:98])[CH2:53][CH2:54][CH2:55][O:56][C:57]1[CH:62]=[CH:61][CH:60]=[C:59]([CH2:63][CH2:64][CH2:65][CH2:66][CH2:67][CH2:68][O:69][C:70]2[CH:71]=[C:72]([C:101]3[CH:102]=[CH:103][S:99][CH:100]=3)[CH:73]=[C:74]([C:76](=[O:89])[NH:77][CH2:78][C:79]3[CH:84]=[CH:83][CH:82]=[CH:81][C:80]=3[O:85][CH:86]([F:88])[F:87])[CH:75]=2)[C:58]=1[CH2:91][CH2:92][C:93]([O:95][CH2:96][CH3:97])=[O:94])[CH3:50], predict the reactants needed to synthesize it. The reactants are: C(OC(=O)CCCOC1C=CC=C(CCCCCCOC2C=C(C3C=CC(F)=C(F)C=3)C=C(C(=O)N(C)C)C=2)C=1CCC(OCC)=O)C.[CH2:49]([O:51][C:52](=[O:98])[CH2:53][CH2:54][CH2:55][O:56][C:57]1[CH:62]=[CH:61][CH:60]=[C:59]([CH2:63][CH2:64][CH2:65][CH2:66][CH2:67][CH2:68][O:69][C:70]2[CH:75]=[C:74]([C:76](=[O:89])[NH:77][CH2:78][C:79]3[CH:84]=[CH:83][CH:82]=[CH:81][C:80]=3[O:85][CH:86]([F:88])[F:87])[CH:73]=[C:72](Br)[CH:71]=2)[C:58]=1[CH2:91][CH2:92][C:93]([O:95][CH2:96][CH3:97])=[O:94])[CH3:50].[S:99]1[CH:103]=[CH:102][C:101](B(O)O)=[CH:100]1.C(=O)([O-])[O-].[Cs+].[Cs+]. (5) Given the product [Cl:25][C:26]1[C:34]2[C:29](=[CH:30][C:31]([S:35]([NH:1][C@H:2]3[CH2:6][CH2:5][N:4]([C:7]4[CH:16]=[C:15]5[C:10]([CH2:11][CH2:12][N:13]([C:17]([O:19][C:20]([CH3:21])([CH3:23])[CH3:22])=[O:18])[CH2:14]5)=[CH:9][CH:8]=4)[C:3]3=[O:24])(=[O:37])=[O:36])=[CH:32][CH:33]=2)[N:28]([Si:39]([CH:43]([CH3:45])[CH3:44])([CH:46]([CH3:48])[CH3:47])[CH:40]([CH3:41])[CH3:42])[CH:27]=1, predict the reactants needed to synthesize it. The reactants are: [NH2:1][C@H:2]1[CH2:6][CH2:5][N:4]([C:7]2[CH:16]=[C:15]3[C:10]([CH2:11][CH2:12][N:13]([C:17]([O:19][C:20]([CH3:23])([CH3:22])[CH3:21])=[O:18])[CH2:14]3)=[CH:9][CH:8]=2)[C:3]1=[O:24].[Cl:25][C:26]1[C:34]2[C:29](=[CH:30][C:31]([S:35](Cl)(=[O:37])=[O:36])=[CH:32][CH:33]=2)[N:28]([Si:39]([CH:46]([CH3:48])[CH3:47])([CH:43]([CH3:45])[CH3:44])[CH:40]([CH3:42])[CH3:41])[CH:27]=1.